The task is: Predict the reactants needed to synthesize the given product.. This data is from Full USPTO retrosynthesis dataset with 1.9M reactions from patents (1976-2016). (1) Given the product [Br:50][C:51]1[C:55]2[CH:56]=[N:57][C:58]([NH2:71])=[C:59]([O:60][CH:61]([C:63]3[C:64]([Cl:70])=[CH:65][CH:66]=[CH:67][C:68]=3[Cl:69])[CH3:62])[C:54]=2[O:53][CH:52]=1, predict the reactants needed to synthesize it. The reactants are: BrC1C2C=NC([N+]([O-])=O)=C(O)C=2OC=1.ClC1C=CC=C(Cl)C=1C(O)C.ClC1C(F)=CC=C(Cl)C=1[C@H](OC1C2OC=CC=2C=NC=1[N+]([O-])=O)C.[Br:50][C:51]1[C:55]2[CH:56]=[N:57][C:58]([N+:71]([O-])=O)=[C:59]([O:60][CH:61]([C:63]3[C:68]([Cl:69])=[CH:67][CH:66]=[CH:65][C:64]=3[Cl:70])[CH3:62])[C:54]=2[O:53][CH:52]=1. (2) Given the product [Cl:2][C:3]1[CH:4]=[C:5]([NH:17][C:18]2[C:27]3[C:22](=[CH:23][CH:24]=[CH:25][C:26]=3[O:28][CH2:29][C:30]([N:72]([CH2:71][CH2:70][S:67]([CH3:66])(=[O:69])=[O:68])[CH3:73])=[O:31])[N:21]=[CH:20][N:19]=2)[CH:6]=[CH:7][C:8]=1[O:9][CH2:10][C:11]1[CH:16]=[CH:15][CH:14]=[CH:13][N:12]=1, predict the reactants needed to synthesize it. The reactants are: [Na+].[Cl:2][C:3]1[CH:4]=[C:5]([NH:17][C:18]2[C:27]3[C:22](=[CH:23][CH:24]=[CH:25][C:26]=3[O:28][CH2:29][C:30]([O-])=[O:31])[N:21]=[CH:20][N:19]=2)[CH:6]=[CH:7][C:8]=1[O:9][CH2:10][C:11]1[CH:16]=[CH:15][CH:14]=[CH:13][N:12]=1.CN(C(ON1N=NC2C=CC=NC1=2)=[N+](C)C)C.F[P-](F)(F)(F)(F)F.CCN(C(C)C)C(C)C.[CH3:66][S:67]([CH2:70][CH2:71][NH:72][CH3:73])(=[O:69])=[O:68]. (3) Given the product [Br:8][C:6]1[CH:7]=[C:2]([N:11]2[CH2:16][CH2:15][CH2:14][C@H:13]([NH:17][C:18](=[O:24])[O:19][C:20]([CH3:22])([CH3:21])[CH3:23])[CH2:12]2)[C:3](=[O:10])[N:4]([CH3:9])[CH:5]=1, predict the reactants needed to synthesize it. The reactants are: Br[C:2]1[C:3](=[O:10])[N:4]([CH3:9])[CH:5]=[C:6]([Br:8])[CH:7]=1.[NH:11]1[CH2:16][CH2:15][CH2:14][C@H:13]([NH:17][C:18](=[O:24])[O:19][C:20]([CH3:23])([CH3:22])[CH3:21])[CH2:12]1.C(=O)([O-])[O-].[Cs+].[Cs+].CC1(C)C2C(=C(P(C3C=CC=CC=3)C3C=CC=CC=3)C=CC=2)OC2C(P(C3C=CC=CC=3)C3C=CC=CC=3)=CC=CC1=2. (4) Given the product [CH2:34]([O:41][C:42]1[CH:47]=[C:46]([O:48][CH2:49][C:50]2[CH:51]=[CH:52][CH:53]=[CH:54][CH:55]=2)[CH:45]=[CH:44][C:43]=1[C:56](=[O:58])[CH2:57][Br:1])[C:35]1[CH:36]=[CH:37][CH:38]=[CH:39][CH:40]=1, predict the reactants needed to synthesize it. The reactants are: [Br-:1].[Br-].[Br-].C1([N+](C)(C)C)C=CC=CC=1.C1([N+](C)(C)C)C=CC=CC=1.C1([N+](C)(C)C)C=CC=CC=1.[CH2:34]([O:41][C:42]1[CH:47]=[C:46]([O:48][CH2:49][C:50]2[CH:55]=[CH:54][CH:53]=[CH:52][CH:51]=2)[CH:45]=[CH:44][C:43]=1[C:56](=[O:58])[CH3:57])[C:35]1[CH:40]=[CH:39][CH:38]=[CH:37][CH:36]=1. (5) Given the product [Cl:12][C:10]1[CH:9]=[CH:8][CH:7]=[C:6]2[C:11]=1[C:2]([CH:34]=[CH2:35])=[N:3][C:4]([C@@H:13]([NH:15][C:16]1[N:24]=[CH:23][N:22]=[C:21]3[C:17]=1[N:18]=[CH:19][N:20]3[CH2:25][C:26]1[CH:27]=[CH:28][C:29]([O:32][CH3:33])=[CH:30][CH:31]=1)[CH3:14])=[CH:5]2, predict the reactants needed to synthesize it. The reactants are: Cl[C:2]1[C:11]2[C:6](=[CH:7][CH:8]=[CH:9][C:10]=2[Cl:12])[CH:5]=[C:4]([C@@H:13]([NH:15][C:16]2[N:24]=[CH:23][N:22]=[C:21]3[C:17]=2[N:18]=[CH:19][N:20]3[CH2:25][C:26]2[CH:31]=[CH:30][C:29]([O:32][CH3:33])=[CH:28][CH:27]=2)[CH3:14])[N:3]=1.[CH:34]1C=CC(P(C2C=CC=CC=2)C2C=CC=CC=2)=C[CH:35]=1.C([Sn](CCCC)(CCCC)C=C)CCC. (6) The reactants are: N[C:2]1[CH:3]=[C:4]([CH:9]=[C:10]([O:12][C:13]2[CH:22]=[CH:21][C:20]3[CH2:19][CH2:18][C@H:17]([N:23]([C:34]([O:36][C:37]([CH3:40])([CH3:39])[CH3:38])=[O:35])[CH2:24][C@@H:25]([C:27]4[CH:32]=[CH:31][CH:30]=[C:29]([Cl:33])[CH:28]=4)[OH:26])[CH2:16][C:15]=3[CH:14]=2)[CH:11]=1)[C:5]([O:7][CH3:8])=[O:6].[C:41]([BH3-])#[N:42].[Na+].[C:45](O)(=O)C.C=O. Given the product [C:37]([O:36][C:34]([N:23]([C@@H:17]1[CH2:16][C:15]2[CH:14]=[C:13]([O:12][C:10]3[CH:9]=[C:4]([CH:3]=[C:2]([N:42]([CH3:41])[CH3:45])[CH:11]=3)[C:5]([O:7][CH3:8])=[O:6])[CH:22]=[CH:21][C:20]=2[CH2:19][CH2:18]1)[CH2:24][C@@H:25]([C:27]1[CH:32]=[CH:31][CH:30]=[C:29]([Cl:33])[CH:28]=1)[OH:26])=[O:35])([CH3:39])([CH3:40])[CH3:38], predict the reactants needed to synthesize it. (7) The reactants are: N(OCCC(C)C)=O.N[C:10]1[CH:29]=[C:28]([F:30])[C:27]([N:31]2[C:36](=[O:37])[CH:35]=[C:34]([C:38]([F:41])([F:40])[F:39])[N:33]([CH3:42])[C:32]2=[O:43])=[CH:26][C:11]=1[O:12][C:13]1[C:14]([O:19][CH:20]([CH3:25])[C:21]([O:23][CH3:24])=[O:22])=[N:15][CH:16]=[CH:17][CH:18]=1.[ClH:44]. Given the product [Cl:44][C:10]1[CH:29]=[C:28]([F:30])[C:27]([N:31]2[C:36](=[O:37])[CH:35]=[C:34]([C:38]([F:41])([F:40])[F:39])[N:33]([CH3:42])[C:32]2=[O:43])=[CH:26][C:11]=1[O:12][C:13]1[C:14]([O:19][CH:20]([CH3:25])[C:21]([O:23][CH3:24])=[O:22])=[N:15][CH:16]=[CH:17][CH:18]=1, predict the reactants needed to synthesize it. (8) Given the product [CH2:1]([C:8]1[NH:13][C:12](=[O:14])[C:11]([Br:15])=[CH:10][N:9]=1)[C:2]1[CH:3]=[CH:4][CH:5]=[CH:6][CH:7]=1, predict the reactants needed to synthesize it. The reactants are: [CH2:1]([C:8]1[NH:13][C:12](=[O:14])[CH:11]=[CH:10][N:9]=1)[C:2]1[CH:7]=[CH:6][CH:5]=[CH:4][CH:3]=1.[Br:15]Br. (9) Given the product [F:1][C:2]1[CH:9]=[CH:8][C:5](/[CH:6]=[CH:7]/[C:22]2[CH:27]=[CH:26][N:25]=[C:24]([O:28][CH2:29][C:30]3[CH:31]=[CH:32][C:33]([O:36][CH3:37])=[CH:34][CH:35]=3)[CH:23]=2)=[CH:4][CH:3]=1, predict the reactants needed to synthesize it. The reactants are: [F:1][C:2]1[CH:9]=[CH:8][C:5]([CH:6]=[CH2:7])=[CH:4][CH:3]=1.C(=O)([O-])[O-].[K+].[K+].CN(C=O)C.I[C:22]1[CH:27]=[CH:26][N:25]=[C:24]([O:28][CH2:29][C:30]2[CH:35]=[CH:34][C:33]([O:36][CH3:37])=[CH:32][CH:31]=2)[CH:23]=1.